This data is from Reaction yield outcomes from USPTO patents with 853,638 reactions. The task is: Predict the reaction yield, written as a fraction of the theoretical maximum amount of product (1.0 means a 100% yield; for example, 0.34 means a 34% yield). (1) The reactants are [F:1][C:2]1[CH:11]=[C:10]([C:12]2[CH:13]=[N:14][C:15]3[N:16]([C:18]([CH2:21][C:22]4[CH:23]=[C:24]5[C:29](=[CH:30][CH:31]=4)[N:28]=[CH:27][CH:26]=[CH:25]5)=[CH:19][N:20]=3)[N:17]=2)[CH:9]=[CH:8][C:3]=1[C:4]([NH:6][CH3:7])=[O:5].[ClH:32].C(OC)(C)(C)C. The catalyst is CO.C(O)(C)C. The product is [ClH:32].[ClH:32].[F:1][C:2]1[CH:11]=[C:10]([C:12]2[CH:13]=[N:14][C:15]3[N:16]([C:18]([CH2:21][C:22]4[CH:23]=[C:24]5[C:29](=[CH:30][CH:31]=4)[N:28]=[CH:27][CH:26]=[CH:25]5)=[CH:19][N:20]=3)[N:17]=2)[CH:9]=[CH:8][C:3]=1[C:4]([NH:6][CH3:7])=[O:5]. The yield is 0.950. (2) The reactants are [C:1]([O:5][C:6]([N:8]1[CH2:13][CH2:12][C:11](=O)[CH2:10][CH2:9]1)=[O:7])([CH3:4])([CH3:3])[CH3:2].[CH3:15][NH2:16].[BH4-].[Na+].O. The catalyst is C(O)C.CC(C)[O-].[Ti+4].CC(C)[O-].CC(C)[O-].CC(C)[O-]. The product is [CH3:15][NH:16][CH:11]1[CH2:12][CH2:13][N:8]([C:6]([O:5][C:1]([CH3:4])([CH3:3])[CH3:2])=[O:7])[CH2:9][CH2:10]1. The yield is 0.550. (3) The reactants are [CH3:1][O:2][CH2:3][C@H:4]([CH3:33])[O:5][C:6]1[CH:7]=[C:8]([C:23]2[NH:27][C:26]([C:28]([O:30]CC)=[O:29])=[CH:25][CH:24]=2)[CH:9]=[C:10]([O:12][C:13]2[CH:18]=[CH:17][C:16]([S:19]([CH3:22])(=[O:21])=[O:20])=[CH:15][CH:14]=2)[CH:11]=1.[OH-].[Na+].Cl. The catalyst is C(O)C. The product is [CH3:1][O:2][CH2:3][C@H:4]([CH3:33])[O:5][C:6]1[CH:7]=[C:8]([C:23]2[NH:27][C:26]([C:28]([OH:30])=[O:29])=[CH:25][CH:24]=2)[CH:9]=[C:10]([O:12][C:13]2[CH:14]=[CH:15][C:16]([S:19]([CH3:22])(=[O:20])=[O:21])=[CH:17][CH:18]=2)[CH:11]=1. The yield is 0.990.